From a dataset of Full USPTO retrosynthesis dataset with 1.9M reactions from patents (1976-2016). Predict the reactants needed to synthesize the given product. (1) Given the product [Cl:37][C:33]1[CH:34]=[C:35]2[C:30](=[CH:31][CH:32]=1)[NH:29][C:28]([S:25]([N:22]1[CH2:23][CH2:24][N:19]([C:17]([C:15]3[S:14][C:11]4[CH2:12][NH:13][CH:8]([S:25]([CH3:28])(=[O:27])=[O:26])[CH2:9][C:10]=4[N:16]=3)=[O:18])[CH:20]([CH2:38][C:39]([N:41]3[CH2:42][CH2:43][O:44][CH2:45][CH2:46]3)=[O:40])[CH2:21]1)(=[O:26])=[O:27])=[CH:36]2, predict the reactants needed to synthesize it. The reactants are: C(OC([CH:8]1[NH:13][CH2:12][C:11]2[S:14][C:15]([C:17]([N:19]3[CH2:24][CH2:23][N:22]([S:25]([C:28]4[NH:29][C:30]5[C:35]([CH:36]=4)=[CH:34][C:33]([Cl:37])=[CH:32][CH:31]=5)(=[O:27])=[O:26])[CH2:21][CH:20]3[CH2:38][C:39]([N:41]3[CH2:46][CH2:45][O:44][CH2:43][CH2:42]3)=[O:40])=[O:18])=[N:16][C:10]=2[CH2:9]1)=O)(C)(C)C.FC(F)(F)C(O)=O.C(=O)(O)[O-].[Na+].CCOCC. (2) Given the product [Cl:1][C:2]1[CH:7]=[C:6]([N+:8]([O-:10])=[O:9])[CH:5]=[C:4]([Cl:11])[C:3]=1[O:12][C:23](=[S:24])[N:22]([CH3:26])[CH3:21], predict the reactants needed to synthesize it. The reactants are: [Cl:1][C:2]1[CH:7]=[C:6]([N+:8]([O-:10])=[O:9])[CH:5]=[C:4]([Cl:11])[C:3]=1[OH:12].N12CCN(CC1)CC2.[CH3:21][N:22]([CH3:26])[C:23](Cl)=[S:24].